Dataset: Full USPTO retrosynthesis dataset with 1.9M reactions from patents (1976-2016). Task: Predict the reactants needed to synthesize the given product. (1) Given the product [F:1][C:2]1[CH:9]=[C:8]([F:10])[CH:7]=[CH:6][C:3]=1/[CH:4]=[CH:13]\[CH:11]=[O:12], predict the reactants needed to synthesize it. The reactants are: [F:1][C:2]1[CH:9]=[C:8]([F:10])[CH:7]=[CH:6][C:3]=1[CH:4]=O.[CH:11]([CH:13]=P(C1C=CC=CC=1)(C1C=CC=CC=1)C1C=CC=CC=1)=[O:12]. (2) Given the product [Cl:14][C:12]1[CH:13]=[C:8]([C:2]#[C:1][Si:3]([CH3:6])([CH3:5])[CH3:4])[C:9]([C:15]#[N:16])=[N:10][CH:11]=1, predict the reactants needed to synthesize it. The reactants are: [C:1]([Si:3]([CH3:6])([CH3:5])[CH3:4])#[CH:2].Br[C:8]1[C:9]([C:15]#[N:16])=[N:10][CH:11]=[C:12]([Cl:14])[CH:13]=1. (3) Given the product [F:1][C:2]1[CH:36]=[CH:35][CH:34]=[C:33]([F:37])[C:3]=1[CH2:4][O:5][C:6]1[CH:7]=[CH:8][C:9]([CH3:32])=[C:10]([N:12]2[CH2:21][C:20]3[C:15](=[CH:16][C:17]([C:22]4[O:23][C:27](=[O:29])[C:25]([CH3:26])([CH3:30])[N:24]=4)=[CH:18][CH:19]=3)[NH:14][C:13]2=[O:31])[CH:11]=1, predict the reactants needed to synthesize it. The reactants are: [F:1][C:2]1[CH:36]=[CH:35][CH:34]=[C:33]([F:37])[C:3]=1[CH2:4][O:5][C:6]1[CH:7]=[CH:8][C:9]([CH3:32])=[C:10]([N:12]2[CH2:21][C:20]3[C:15](=[CH:16][C:17]([C:22]([NH:24][C:25]([CH3:30])([C:27]([OH:29])=O)[CH3:26])=[O:23])=[CH:18][CH:19]=3)[NH:14][C:13]2=[O:31])[CH:11]=1.CCN=C=NCCCN(C)C. (4) Given the product [CH3:41][O:42][C:43]1[C:44]2[N:57]=[C:56]([NH:58][C:7]([CH:1]3[CH2:2][CH2:3][CH2:4][CH2:5][CH2:6]3)=[O:9])[S:55][C:45]=2[C:46]([CH:49]2[CH2:50][CH2:51][O:52][CH2:53][CH2:54]2)=[N:47][CH:48]=1, predict the reactants needed to synthesize it. The reactants are: [CH:1]1([C:7]([OH:9])=O)[CH2:6][CH2:5][CH2:4][CH2:3][CH2:2]1.CN(C(ON1N=NC2C=CC=NC1=2)=[N+](C)C)C.F[P-](F)(F)(F)(F)F.CN1CCOCC1.[CH3:41][O:42][C:43]1[C:44]2[N:57]=[C:56]([NH2:58])[S:55][C:45]=2[C:46]([CH:49]2[CH2:54][CH2:53][O:52][CH2:51][CH2:50]2)=[N:47][CH:48]=1. (5) Given the product [Cl:14][C:15]1[CH:21]=[CH:20][C:18]([NH:19][C:2]([NH:1][C:4]2([C:10]([O:12][CH3:13])=[O:11])[CH2:9][CH2:8][CH2:7][CH2:6][CH2:5]2)=[O:3])=[CH:17][C:16]=1[F:22], predict the reactants needed to synthesize it. The reactants are: [N:1]([C:4]1([C:10]([O:12][CH3:13])=[O:11])[CH2:9][CH2:8][CH2:7][CH2:6][CH2:5]1)=[C:2]=[O:3].[Cl:14][C:15]1[CH:21]=[CH:20][C:18]([NH2:19])=[CH:17][C:16]=1[F:22]. (6) The reactants are: [C:1]([C:5]1[O:9][C:8]([CH3:10])=[C:7]([C:11]([OH:13])=[O:12])[C:6]=1[CH:14]=O)([CH3:4])([CH3:3])[CH3:2].[NH2:16]O.Cl. Given the product [C:1]([C:5]1[O:9][C:8]([CH3:10])=[C:7]([C:11]([OH:13])=[O:12])[C:6]=1[C:14]#[N:16])([CH3:4])([CH3:3])[CH3:2], predict the reactants needed to synthesize it. (7) Given the product [C:23]([C:10]1[C:11]([C:18]2[O:19][CH:20]=[CH:21][CH:22]=2)=[C:12]2[CH:17]=[N:16][NH:15][C:13]2=[N:14][C:9]=1[C:6]1[CH:5]=[CH:4][C:3]([C:1]([OH:28])=[O:25])=[CH:8][CH:7]=1)#[N:24], predict the reactants needed to synthesize it. The reactants are: [C:1]([C:3]1[CH:8]=[CH:7][C:6]([C:9]2[N:14]=[C:13]3[NH:15][N:16]=[CH:17][C:12]3=[C:11]([C:18]3[O:19][CH:20]=[CH:21][CH:22]=3)[C:10]=2[C:23]#[N:24])=[CH:5][CH:4]=1)#N.[OH-:25].[K+].C[OH:28].Cl. (8) Given the product [CH3:1][C:2]1[N:7]=[CH:6][N:5]=[C:4]([N:8]2[CH2:9][CH:10]3[CH:11]([CH2:13][NH:14][CH2:15]3)[CH2:12]2)[N:3]=1, predict the reactants needed to synthesize it. The reactants are: [CH3:1][C:2]1[N:7]=[CH:6][N:5]=[C:4]([N:8]2[CH2:12][CH:11]3[CH2:13][N:14](C(OC(C)(C)C)=O)[CH2:15][CH:10]3[CH2:9]2)[N:3]=1.C(O)(C(F)(F)F)=O. (9) Given the product [CH3:67][O:66][CH2:65][CH2:64][O:63][C:59]1[CH:60]=[C:61]2[C:56](=[C:57]([N:68]([CH3:78])[S:69]([C:72]3[CH:77]=[CH:76][CH:75]=[CH:74][N:73]=3)(=[O:70])=[O:71])[CH:58]=1)[NH:55][C:54]([C:52]1[S:43][C:44]3([CH2:49][CH2:48][O:47][CH2:46][CH2:45]3)[CH2:50][N:51]=1)=[CH:62]2, predict the reactants needed to synthesize it. The reactants are: C1(P(=O)(C2C=CC=CC=2)C2C=CC=CC=2)C=CC=CC=1.FC(F)(F)S(OS(C(F)(F)F)(=O)=O)(=O)=O.C([S:43][C:44]1([CH2:50][NH:51][C:52]([C:54]2[NH:55][C:56]3[C:61]([CH:62]=2)=[CH:60][C:59]([O:63][CH2:64][CH2:65][O:66][CH3:67])=[CH:58][C:57]=3[N:68]([CH3:78])[S:69]([C:72]2[CH:77]=[CH:76][CH:75]=[CH:74][N:73]=2)(=[O:71])=[O:70])=O)[CH2:49][CH2:48][O:47][CH2:46][CH2:45]1)C1C=CC=CC=1.C1(SC)C=CC=CC=1.C(OCC)(=O)C.Cl.